This data is from Peptide-MHC class II binding affinity with 134,281 pairs from IEDB. The task is: Regression. Given a peptide amino acid sequence and an MHC pseudo amino acid sequence, predict their binding affinity value. This is MHC class II binding data. (1) The peptide sequence is RNSRWSSPDNVKPLY. The MHC is HLA-DPA10201-DPB11401 with pseudo-sequence HLA-DPA10201-DPB11401. The binding affinity (normalized) is 0.308. (2) The peptide sequence is AFKVAATAANAFPAN. The MHC is DRB1_0401 with pseudo-sequence DRB1_0401. The binding affinity (normalized) is 0.820. (3) The peptide sequence is GTVVLTATFALGAAL. The MHC is DRB1_1101 with pseudo-sequence DRB1_1101. The binding affinity (normalized) is 0.290. (4) The peptide sequence is EKKYFVATQFEPLAA. The MHC is DRB1_1001 with pseudo-sequence DRB1_1001. The binding affinity (normalized) is 0.703. (5) The peptide sequence is RNEVVNDVSTYASGK. The MHC is DRB5_0101 with pseudo-sequence DRB5_0101. The binding affinity (normalized) is 0.239. (6) The peptide sequence is DSNIMNSINNVMDEIDFFEK. The MHC is HLA-DQA10401-DQB10402 with pseudo-sequence HLA-DQA10401-DQB10402. The binding affinity (normalized) is 0.607.